The task is: Predict which catalyst facilitates the given reaction.. This data is from Catalyst prediction with 721,799 reactions and 888 catalyst types from USPTO. (1) Reactant: [CH2:1]([N:3]([CH:20]1[CH2:25][CH2:24][O:23][CH2:22][CH2:21]1)[C:4]1[S:8][C:7]([N:9]2[CH2:14][CH2:13][N:12]([CH3:15])[CH2:11][CH2:10]2)=[C:6]([C:16]([OH:18])=O)[C:5]=1[CH3:19])[CH3:2].Cl.[NH2:27][CH2:28][C:29]1[C:30](=[O:37])[NH:31][C:32]([CH3:36])=[CH:33][C:34]=1[CH3:35].C(Cl)CCl.C1C=NC2N(O)N=NC=2C=1.CN1CCOCC1. Product: [CH3:35][C:34]1[CH:33]=[C:32]([CH3:36])[NH:31][C:30](=[O:37])[C:29]=1[CH2:28][NH:27][C:16]([C:6]1[C:5]([CH3:19])=[C:4]([N:3]([CH2:1][CH3:2])[CH:20]2[CH2:25][CH2:24][O:23][CH2:22][CH2:21]2)[S:8][C:7]=1[N:9]1[CH2:10][CH2:11][N:12]([CH3:15])[CH2:13][CH2:14]1)=[O:18]. The catalyst class is: 136. (2) Reactant: Br[C:2]1[N:6]([CH2:7][CH3:8])[C:5]2[CH:9]=[C:10]([Br:17])[C:11]([Br:16])=[C:12]([N+:13]([O-:15])=[O:14])[C:4]=2[N:3]=1.[NH:18]1[CH2:23][CH2:22][NH:21][CH2:20][C:19]1=[O:24]. Product: [Br:16][C:11]1[C:10]([Br:17])=[CH:9][C:5]2[N:6]([CH2:7][CH3:8])[C:2]([N:18]3[CH2:23][CH2:22][NH:21][CH2:20][C:19]3=[O:24])=[N:3][C:4]=2[C:12]=1[N+:13]([O-:15])=[O:14]. The catalyst class is: 14. (3) Reactant: [F:1][C:2]1[C:3]2[O:28][N:27]=[C:26]([C:29]3[CH:34]=[CH:33][N:32]=[C:31](S(C)(=O)=O)[N:30]=3)[C:4]=2[CH:5]=[C:6]2[C:19]=1[N:18]1[CH2:20][C@@H:21]([CH3:25])[O:22][C@@H:23]([CH3:24])[C@@H:17]1[C:8]1([C:13](=[O:14])[NH:12][C:11](=[O:15])[NH:10][C:9]1=[O:16])[CH2:7]2.[NH3:39]. Product: [NH2:39][C:31]1[N:30]=[C:29]([C:26]2[C:4]3[CH:5]=[C:6]4[C:19](=[C:2]([F:1])[C:3]=3[O:28][N:27]=2)[N:18]2[CH2:20][C@@H:21]([CH3:25])[O:22][C@@H:23]([CH3:24])[C@@H:17]2[C:8]2([C:9](=[O:16])[NH:10][C:11](=[O:15])[NH:12][C:13]2=[O:14])[CH2:7]4)[CH:34]=[CH:33][N:32]=1. The catalyst class is: 12. (4) Reactant: [CH:1]1([CH:7]([C:19]2[O:20][C:21]([C:25]3[CH:30]=[CH:29][C:28]([C:31]([F:34])([F:33])[F:32])=[CH:27][CH:26]=3)=[CH:22][C:23]=2[CH3:24])[O:8][C:9]2[CH:18]=[CH:17][C:12]([C:13]([O:15]C)=[O:14])=[CH:11][CH:10]=2)[CH2:6][CH2:5][CH2:4][CH2:3][CH2:2]1.[OH-].[Li+].O.Cl. Product: [CH:1]1([CH:7]([C:19]2[O:20][C:21]([C:25]3[CH:30]=[CH:29][C:28]([C:31]([F:34])([F:32])[F:33])=[CH:27][CH:26]=3)=[CH:22][C:23]=2[CH3:24])[O:8][C:9]2[CH:10]=[CH:11][C:12]([C:13]([OH:15])=[O:14])=[CH:17][CH:18]=2)[CH2:6][CH2:5][CH2:4][CH2:3][CH2:2]1. The catalyst class is: 111. (5) Reactant: [NH2:1][CH:2]1[CH2:11][C:10]2[C:5](=[CH:6][CH:7]=[CH:8][CH:9]=2)[NH:4][C:3]1=[O:12].CCN(C(C)C)C(C)C.[C:22]1([S:28](Cl)(=[O:30])=[O:29])[CH:27]=[CH:26][CH:25]=[CH:24][CH:23]=1. Product: [O:12]=[C:3]1[CH:2]([NH:1][S:28]([C:22]2[CH:27]=[CH:26][CH:25]=[CH:24][CH:23]=2)(=[O:30])=[O:29])[CH2:11][C:10]2[C:5](=[CH:6][CH:7]=[CH:8][CH:9]=2)[NH:4]1. The catalyst class is: 23.